This data is from Catalyst prediction with 721,799 reactions and 888 catalyst types from USPTO. The task is: Predict which catalyst facilitates the given reaction. (1) Product: [F:32][C:2]([F:1])([F:31])[O:3][C:4]1[CH:5]=[C:6]([CH:28]=[CH:29][CH:30]=1)[CH2:7][NH:8][C:9]([C:11]1[N:12]=[N:13][N:14]([CH2:16][CH2:17][CH2:18][CH2:19][N:20]2[CH:24]=[C:23]([C:25](=[O:27])[NH:44][CH2:43][C:39]3[CH:40]=[N:41][CH:42]=[C:37]([C:36]([F:46])([F:35])[F:45])[CH:38]=3)[N:22]=[N:21]2)[CH:15]=1)=[O:10]. Reactant: [F:1][C:2]([F:32])([F:31])[O:3][C:4]1[CH:5]=[C:6]([CH:28]=[CH:29][CH:30]=1)[CH2:7][NH:8][C:9]([C:11]1[N:12]=[N:13][N:14]([CH2:16][CH2:17][CH2:18][CH2:19][N:20]2[CH:24]=[C:23]([C:25]([OH:27])=O)[N:22]=[N:21]2)[CH:15]=1)=[O:10].Cl.Cl.[F:35][C:36]([F:46])([F:45])[C:37]1[CH:38]=[C:39]([CH2:43][NH2:44])[CH:40]=[N:41][CH:42]=1.CN(C(ON1N=NC2C=CC=NC1=2)=[N+](C)C)C.F[P-](F)(F)(F)(F)F.CCN(C(C)C)C(C)C. The catalyst class is: 3. (2) Reactant: [C:1]([O:5][C:6](=[O:9])[CH2:7][NH2:8])([CH3:4])([CH3:3])[CH3:2].[CH2:10](Br)[C:11]1[CH:16]=[CH:15][CH:14]=[CH:13][CH:12]=1.C1(C)C=CC=CC=1.[OH-].[K+]. Product: [C:1]([O:5][C:6](=[O:9])[C@H:7]([CH2:10][C:11]1[CH:16]=[CH:15][CH:14]=[CH:13][CH:12]=1)[NH2:8])([CH3:4])([CH3:3])[CH3:2]. The catalyst class is: 6. (3) Reactant: Br[C:2]1[C:3]2[N:4]([N:8]=[C:9]([NH:11][C:12]3[CH:17]=[CH:16][CH:15]=[CH:14][C:13]=3[O:18][CH3:19])[N:10]=2)[CH:5]=[CH:6][CH:7]=1.[F:20][C:21]([F:32])([F:31])[C:22]1[CH:23]=[C:24](B(O)O)[CH:25]=[CH:26][CH:27]=1. Product: [CH3:19][O:18][C:13]1[CH:14]=[CH:15][CH:16]=[CH:17][C:12]=1[NH:11][C:9]1[N:10]=[C:3]2[C:2]([C:26]3[CH:25]=[CH:24][CH:23]=[C:22]([C:21]([F:32])([F:31])[F:20])[CH:27]=3)=[CH:7][CH:6]=[CH:5][N:4]2[N:8]=1. The catalyst class is: 140. (4) Reactant: CS(O[CH2:6][CH2:7][CH:8]1[CH2:13][CH2:12][N:11]([C:14]2[CH:23]=[CH:22][C:21]3[C:16](=[CH:17][CH:18]=[C:19]([Cl:24])[CH:20]=3)[N:15]=2)[CH2:10][CH2:9]1)(=O)=O.[N-:25]=[N+:26]=[N-:27].[Na+]. The catalyst class is: 9. Product: [N:25]([CH2:6][CH2:7][CH:8]1[CH2:13][CH2:12][N:11]([C:14]2[CH:23]=[CH:22][C:21]3[C:16](=[CH:17][CH:18]=[C:19]([Cl:24])[CH:20]=3)[N:15]=2)[CH2:10][CH2:9]1)=[N+:26]=[N-:27]. (5) Reactant: [OH:1][CH2:2][C:3]1[CH:8]=[CH:7][N:6]2[C:9]([C:12]3[CH:13]=[C:14]([NH:18][C:19]([NH:21][CH2:22][C:23]([F:26])([F:25])[F:24])=[O:20])[CH:15]=[CH:16][CH:17]=3)=[CH:10][N:11]=[C:5]2[CH:4]=1.C[N+]1([O-])CCOCC1. Product: [CH:2]([C:3]1[CH:8]=[CH:7][N:6]2[C:9]([C:12]3[CH:13]=[C:14]([NH:18][C:19]([NH:21][CH2:22][C:23]([F:26])([F:25])[F:24])=[O:20])[CH:15]=[CH:16][CH:17]=3)=[CH:10][N:11]=[C:5]2[CH:4]=1)=[O:1]. The catalyst class is: 862. (6) Reactant: CS([O:5][C@@H:6]1[CH2:10][CH2:9][N:8]([C:11]([O:13][CH2:14][C:15]2[CH:20]=[CH:19][C:18]([N+:21]([O-:23])=[O:22])=[CH:17][CH:16]=2)=[O:12])[CH2:7]1)(=O)=O.[C:24]([O-])(=[O:26])[CH3:25].[K+]. Product: [C:24]([O:5][C@H:6]1[CH2:10][CH2:9][N:8]([C:11]([O:13][CH2:14][C:15]2[CH:20]=[CH:19][C:18]([N+:21]([O-:23])=[O:22])=[CH:17][CH:16]=2)=[O:12])[CH2:7]1)(=[O:26])[CH3:25]. The catalyst class is: 9. (7) Reactant: [CH2:1]([O:3][C:4](=[O:14])[C:5]([C:7]1[CH:12]=[CH:11][CH:10]=[C:9]([Br:13])[CH:8]=1)=[O:6])[CH3:2].[CH3:15][Mg]Br.O. Product: [CH2:1]([O:3][C:4](=[O:14])[C:5]([C:7]1[CH:12]=[CH:11][CH:10]=[C:9]([Br:13])[CH:8]=1)([OH:6])[CH3:15])[CH3:2]. The catalyst class is: 28.